This data is from Cav3 T-type calcium channel HTS with 100,875 compounds. The task is: Binary Classification. Given a drug SMILES string, predict its activity (active/inactive) in a high-throughput screening assay against a specified biological target. (1) The drug is Clc1sc(C(=O)Nc2sccn2)cc1. The result is 0 (inactive). (2) The molecule is O1c2c(C(CCN3CCN(CC3)c3ccccc3)c3ccc(N(C)C)cc3)c(OC)cc(OC)c2C(CC1=O)c1cc(OC)c(OC)c(OC)c1. The result is 0 (inactive). (3) The molecule is O(C(=O)C=1C(n2[nH]cnc2=NC1C)c1cc(OC)ccc1)C(C)C. The result is 0 (inactive).